Dataset: Full USPTO retrosynthesis dataset with 1.9M reactions from patents (1976-2016). Task: Predict the reactants needed to synthesize the given product. (1) Given the product [Cl:18][C:19]1[CH:20]=[CH:21][C:22]([C:25]2[O:33][C:32]3[CH:31]=[CH:30][N:29]([C:2]4[CH:3]=[C:4]5[C:8](=[CH:9][CH:10]=4)[N:7]([CH2:11][CH2:12][N:13]4[CH2:17][CH2:16][CH2:15][CH2:14]4)[N:6]=[CH:5]5)[C:28](=[O:34])[C:27]=3[CH:26]=2)=[CH:23][CH:24]=1, predict the reactants needed to synthesize it. The reactants are: Br[C:2]1[CH:3]=[C:4]2[C:8](=[CH:9][CH:10]=1)[N:7]([CH2:11][CH2:12][N:13]1[CH2:17][CH2:16][CH2:15][CH2:14]1)[N:6]=[CH:5]2.[Cl:18][C:19]1[CH:24]=[CH:23][C:22]([C:25]2[O:33][C:32]3[CH:31]=[CH:30][NH:29][C:28](=[O:34])[C:27]=3[CH:26]=2)=[CH:21][CH:20]=1.C([O-])([O-])=O.[Cs+].[Cs+].CN[C@@H]1CCCC[C@H]1NC. (2) Given the product [N:3]1[CH:8]=[CH:7][CH:6]=[CH:12][C:11]=1[C:14]1[CH:19]=[CH:18][N:17]=[CH:16][CH:15]=1, predict the reactants needed to synthesize it. The reactants are: [Cl-].C[N+:3]1C(=O)N(C)[CH:6]=[CH:7][CH:8]=1.[C:11]([C:14]1[CH:19]=[CH:18][N:17]=[CH:16][CH:15]=1)(=O)[CH3:12].C(O)(=O)C.C([O-])(=O)C.[NH4+].[OH-].[Na+]. (3) Given the product [N:15]1([CH2:20][CH2:21][S:22]([C:25]2[CH:33]=[CH:32][C:28]([C:29]([NH:6][C:5]3[CH:7]=[CH:8][C:2]([Cl:1])=[C:3]([C:9]4[CH:14]=[CH:13][CH:12]=[CH:11][N:10]=4)[CH:4]=3)=[O:30])=[CH:27][CH:26]=2)(=[O:24])=[O:23])[CH:19]=[CH:18][CH:17]=[N:16]1, predict the reactants needed to synthesize it. The reactants are: [Cl:1][C:2]1[CH:8]=[CH:7][C:5]([NH2:6])=[CH:4][C:3]=1[C:9]1[CH:14]=[CH:13][CH:12]=[CH:11][N:10]=1.[N:15]1([CH2:20][CH2:21][S:22]([C:25]2[CH:33]=[CH:32][C:28]([C:29](O)=[O:30])=[CH:27][CH:26]=2)(=[O:24])=[O:23])[CH:19]=[CH:18][CH:17]=[N:16]1.